Dataset: Full USPTO retrosynthesis dataset with 1.9M reactions from patents (1976-2016). Task: Predict the reactants needed to synthesize the given product. (1) Given the product [ClH:55].[CH3:23][C:2]1([NH:1][CH2:33][C:30]2[N:29]=[CH:28][C:27]3[O:26][CH2:25][S:24][C:32]=3[CH:31]=2)[CH2:3][CH2:4][N:5]([CH2:8][C@H:9]2[N:19]3[C:20]4[N:11]([C:12](=[O:22])[CH:13]=[CH:14][C:15]=4[CH:16]=[CH:17][C:18]3=[O:21])[CH2:10]2)[CH2:6][CH2:7]1, predict the reactants needed to synthesize it. The reactants are: [NH2:1][C:2]1([CH3:23])[CH2:7][CH2:6][N:5]([CH2:8][C@H:9]2[N:19]3[C:20]4[N:11]([C:12](=[O:22])[CH:13]=[CH:14][C:15]=4[CH:16]=[CH:17][C:18]3=[O:21])[CH2:10]2)[CH2:4][CH2:3]1.[S:24]1[C:32]2[CH:31]=[C:30]([CH:33]=O)[N:29]=[CH:28][C:27]=2[O:26][CH2:25]1.C(O[BH-](OC(=O)C)OC(=O)C)(=O)C.[Na+].C([O-])(O)=O.[Na+].C(Cl)(Cl)[Cl:55]. (2) Given the product [N:28]([CH2:12][C:9]1[CH:8]=[C:7]([C:5]2[S:6][C:2]([Cl:1])=[CH:3][CH:4]=2)[O:11][N:10]=1)=[N+:29]=[N-:30], predict the reactants needed to synthesize it. The reactants are: [Cl:1][C:2]1[S:6][C:5]([C:7]2[O:11][N:10]=[C:9]([CH2:12]O)[CH:8]=2)=[CH:4][CH:3]=1.C1C=CC(P([N:28]=[N+:29]=[N-:30])(C2C=CC=CC=2)=O)=CC=1.C1CCN2C(=NCCC2)CC1. (3) Given the product [CH:37]1([NH:43][C:25]([C:16]2[C:15]([CH2:14][N:7]([CH2:6][C:5]3[CH:28]=[C:29]([C:31]([F:34])([F:33])[F:32])[CH:30]=[C:3]([C:2]([F:1])([F:35])[F:36])[CH:4]=3)[C:8]3[N:9]=[N:10][N:11]([CH3:13])[N:12]=3)=[CH:20][C:19]([C:21]([F:24])([F:22])[F:23])=[CH:18][N:17]=2)=[O:26])[CH2:42][CH2:41][CH2:40][CH2:39][CH2:38]1, predict the reactants needed to synthesize it. The reactants are: [F:1][C:2]([F:36])([F:35])[C:3]1[CH:4]=[C:5]([CH:28]=[C:29]([C:31]([F:34])([F:33])[F:32])[CH:30]=1)[CH2:6][N:7]([CH2:14][C:15]1[C:16]([C:25](O)=[O:26])=[N:17][CH:18]=[C:19]([C:21]([F:24])([F:23])[F:22])[CH:20]=1)[C:8]1[N:9]=[N:10][N:11]([CH3:13])[N:12]=1.[CH:37]1([NH2:43])[CH2:42][CH2:41][CH2:40][CH2:39][CH2:38]1.C1C=NC2N(O)N=NC=2C=1. (4) Given the product [NH:20]1[C:21]2=[N:22][CH:23]=[CH:24][CH:25]=[C:26]2[C:18]([CH2:17][CH:9]2[CH:10]([O:13][C:14](=[O:16])[CH3:15])[CH2:11][CH2:12][NH:8]2)=[CH:19]1, predict the reactants needed to synthesize it. The reactants are: C(OC([N:8]1[CH2:12][CH2:11][CH:10]([O:13][C:14](=[O:16])[CH3:15])[CH:9]1[CH2:17][C:18]1[C:26]2[C:21](=[N:22][CH:23]=[CH:24][CH:25]=2)[NH:20][CH:19]=1)=O)(C)(C)C.C(O)(C(F)(F)F)=O. (5) Given the product [O:12]=[C:13]1[CH2:18][CH2:17][CH:16]([O:19][C:20](=[O:29])[CH:21]=[CH:22][C:23]2[CH:28]=[CH:27][CH:26]=[CH:25][CH:24]=2)[CH2:15][CH2:14]1, predict the reactants needed to synthesize it. The reactants are: [Cr](Cl)([O-])(=O)=O.[NH+]1C=CC=CC=1.[OH:12][CH:13]1[CH2:18][CH2:17][CH:16]([O:19][C:20](=[O:29])[CH:21]=[CH:22][C:23]2[CH:28]=[CH:27][CH:26]=[CH:25][CH:24]=2)[CH2:15][CH2:14]1. (6) Given the product [CH2:1]([O:3][C:4]1[CH:13]=[C:12]([CH:14]2[C:24]([C:25]3[CH:30]=[CH:29][CH:28]=[CH:27][CH:26]=3)=[C:23]([C:17]3[CH:22]=[CH:21][CH:20]=[CH:19][CH:18]=3)[NH:35][C:33](=[O:34])[NH:32]2)[CH:11]=[C:10]([OH:16])[C:5]=1[C:6]([OH:8])=[O:7])[CH3:2], predict the reactants needed to synthesize it. The reactants are: [CH2:1]([O:3][C:4]1[CH:13]=[C:12]([CH:14]=O)[CH:11]=[C:10]([OH:16])[C:5]=1[C:6]([O:8]C)=[O:7])[CH3:2].[C:17]1([C:23](=O)[CH2:24][C:25]2[CH:30]=[CH:29][CH:28]=[CH:27][CH:26]=2)[CH:22]=[CH:21][CH:20]=[CH:19][CH:18]=1.[NH2:32][C:33]([NH2:35])=[O:34].Cl. (7) Given the product [CH3:51][O:50][C:27](=[O:28])[CH:26]([C:18]1[CH:19]=[CH:20][C:21]([S:22][CH3:25])=[C:16]([Cl:15])[CH:17]=1)[CH2:40][CH:41]1[CH2:42][CH2:43][O:61][CH2:45]1, predict the reactants needed to synthesize it. The reactants are: C[Si](C)(C)N[Si](C)(C)C.C([Li])CCC.[Cl:15][C:16]1[CH:17]=[C:18]([C@@H:26]([CH2:40][CH:41]2[CH2:45]C[CH2:43][CH2:42]2)[C:27](NC2C=CN(CCC(O)=O)N=2)=[O:28])[CH:19]=[CH:20][C:21]=1[S:22]([CH3:25])(=O)=O.ICC1C[CH2:51][O:50]C1.CN1CCCN(C)C1=[O:61].